This data is from Catalyst prediction with 721,799 reactions and 888 catalyst types from USPTO. The task is: Predict which catalyst facilitates the given reaction. (1) Reactant: [N:1]1[CH:6]=[CH:5][CH:4]=[C:3]([C:7](=[O:9])[CH3:8])[N:2]=1.[BH4-].[Na+]. Product: [N:1]1[CH:6]=[CH:5][CH:4]=[C:3]([CH:7]([OH:9])[CH3:8])[N:2]=1. The catalyst class is: 5. (2) Reactant: [Si]([O:8][CH2:9][C:10]1[CH:11]=[C:12]2[C:17](=[N:18][C:19]=1[CH:20](OC)[O:21]C)[N:16]([C:25]([NH:27][C:28]1[CH:33]=[C:32]([O:34][CH2:35][CH2:36][O:37][CH3:38])[C:31]([C:39]#[N:40])=[CH:30][N:29]=1)=[O:26])[CH2:15][CH2:14][CH2:13]2)(C(C)(C)C)(C)C.Cl.C([O-])(O)=O.[Na+]. Product: [C:39]([C:31]1[C:32]([O:34][CH2:35][CH2:36][O:37][CH3:38])=[CH:33][C:28]([NH:27][C:25]([N:16]2[C:17]3[C:12](=[CH:11][C:10]([CH2:9][OH:8])=[C:19]([CH:20]=[O:21])[N:18]=3)[CH2:13][CH2:14][CH2:15]2)=[O:26])=[N:29][CH:30]=1)#[N:40]. The catalyst class is: 20. (3) Reactant: [CH2:1]([NH:8][C:9]1[CH:10]=[C:11]([NH2:18])[CH:12]=[CH:13][C:14]=1[N+:15]([O-:17])=[O:16])[C:2]1[CH:7]=[CH:6][CH:5]=[CH:4][CH:3]=1.C(N(CC)CC)C.[CH3:26][C:27]([O:30][C:31](O[C:31]([O:30][C:27]([CH3:29])([CH3:28])[CH3:26])=[O:32])=[O:32])([CH3:29])[CH3:28].O. Product: [C:27]([O:30][C:31](=[O:32])[NH:18][C:11]1[CH:12]=[CH:13][C:14]([N+:15]([O-:17])=[O:16])=[C:9]([NH:8][CH2:1][C:2]2[CH:3]=[CH:4][CH:5]=[CH:6][CH:7]=2)[CH:10]=1)([CH3:29])([CH3:28])[CH3:26]. The catalyst class is: 2. (4) Reactant: [NH2:1][C:2]1[CH:3]=[C:4]([C:8]2[C:9]([C:15]3[CH:20]=[CH:19][N:18]=[C:17]([NH2:21])[N:16]=3)=[N:10][N:11]([CH2:13][CH3:14])[CH:12]=2)[CH:5]=[CH:6][CH:7]=1.[F:22][C:23]1[CH:28]=[C:27]([N:29]=[C:30]=[O:31])[CH:26]=[CH:25][C:24]=1[Br:32]. Product: [NH2:21][C:17]1[N:16]=[C:15]([C:9]2[C:8]([C:4]3[CH:3]=[C:2]([NH:1][C:30]([NH:29][C:27]4[CH:26]=[CH:25][C:24]([Br:32])=[C:23]([F:22])[CH:28]=4)=[O:31])[CH:7]=[CH:6][CH:5]=3)=[CH:12][N:11]([CH2:13][CH3:14])[N:10]=2)[CH:20]=[CH:19][N:18]=1. The catalyst class is: 2. (5) Reactant: C[O:2][C:3]1[N:23]=[CH:22][CH:21]=[C:20]([NH:24][CH2:25][C:26]2[CH:31]=[CH:30][CH:29]=[CH:28][N:27]=2)[C:4]=1[C:5]([NH:7][C:8]1[CH:13]=[CH:12][CH:11]=[C:10]([N:14]2[CH2:19][CH2:18][O:17][CH2:16][CH2:15]2)[CH:9]=1)=[O:6].Cl.C([O-])(O)=O.[Na+].C(Cl)Cl. Product: [N:14]1([C:10]2[CH:9]=[C:8]([NH:7][C:5]([C:4]3[C:3](=[O:2])[NH:23][CH:22]=[CH:21][C:20]=3[NH:24][CH2:25][C:26]3[CH:31]=[CH:30][CH:29]=[CH:28][N:27]=3)=[O:6])[CH:13]=[CH:12][CH:11]=2)[CH2:19][CH2:18][O:17][CH2:16][CH2:15]1. The catalyst class is: 12.